From a dataset of Reaction yield outcomes from USPTO patents with 853,638 reactions. Predict the reaction yield, written as a fraction of the theoretical maximum amount of product (1.0 means a 100% yield; for example, 0.34 means a 34% yield). (1) The reactants are [Cl:1][C:2]1[CH:3]=[CH:4][C:5]([NH:29][C:30]([CH:32]2[CH2:34][CH2:33]2)=[O:31])=[C:6]2[C:10]=1[CH2:9][N:8]([CH:11]([C:17]1[CH:22]=[CH:21][C:20]([O:23][CH3:24])=[C:19]([O:25][CH2:26][CH3:27])[CH:18]=1)[CH2:12][C:13](=[O:16])[NH:14][OH:15])[C:7]2=[O:28].[C:35](OC(=O)C)(=[O:37])[CH3:36]. The catalyst is CC#N. The product is [C:35]([O:15][NH:14][C:13]([CH2:12][C@@H:11]([N:8]1[C:7](=[O:28])[C:6]2[C:10](=[C:2]([Cl:1])[CH:3]=[CH:4][C:5]=2[NH:29][C:30]([CH:32]2[CH2:33][CH2:34]2)=[O:31])[CH2:9]1)[C:17]1[CH:22]=[CH:21][C:20]([O:23][CH3:24])=[C:19]([O:25][CH2:26][CH3:27])[CH:18]=1)=[O:16])(=[O:37])[CH3:36]. The yield is 0.800. (2) The yield is 0.970. The product is [CH3:28][C:18]1[CH:17]=[C:16]([CH2:14][OH:13])[CH:21]=[CH:20][C:19]=1[C:22]1[CH:27]=[CH:26][CH:25]=[CH:24][CH:23]=1. The catalyst is [Cl-].[Na+].O.CCOC(C)=O. The reactants are [H-].[H-].[H-].[H-].[Li+].[Al+3].C1COCC1.C[O:13][C:14]([C:16]1[CH:21]=[CH:20][C:19]([C:22]2[CH:27]=[CH:26][CH:25]=[CH:24][CH:23]=2)=[C:18]([CH3:28])[CH:17]=1)=O.[O-]S([O-])(=O)=O.[Mg+2]. (3) The reactants are [H-].[Al+3].[Li+].[H-].[H-].[H-].[CH:7]1([N:13]([CH2:17][CH2:18][O:19][C:20]2[CH:25]=[CH:24][CH:23]=[CH:22][CH:21]=2)[C:14](=O)[CH3:15])[CH2:12][CH2:11][CH2:10][CH2:9][CH2:8]1.O.[OH-].[Na+]. The catalyst is O1CCCC1. The product is [CH2:14]([N:13]([CH:7]1[CH2:12][CH2:11][CH2:10][CH2:9][CH2:8]1)[CH2:17][CH2:18][O:19][C:20]1[CH:25]=[CH:24][CH:23]=[CH:22][CH:21]=1)[CH3:15]. The yield is 0.560. (4) The product is [ClH:20].[CH2:21]([N:28]1[C:36]2[C:31](=[CH:32][C:33]([NH:37][C:38]3[C:47]4[C:42](=[CH:43][CH:44]=[C:45]([C:3]5[N:2]([CH3:1])[CH:6]=[CH:5][CH:4]=5)[CH:46]=4)[N:41]=[CH:40][N:39]=3)=[CH:34][CH:35]=2)[CH:30]=[N:29]1)[C:22]1[CH:27]=[CH:26][CH:25]=[CH:24][CH:23]=1. The reactants are [CH3:1][N:2]1[CH:6]=[CH:5][CH:4]=[C:3]1[Sn](CCCC)(CCCC)CCCC.[ClH:20].[CH2:21]([N:28]1[C:36]2[C:31](=[CH:32][C:33]([NH:37][C:38]3[C:47]4[C:42](=[CH:43][CH:44]=[C:45](I)[CH:46]=4)[N:41]=[CH:40][N:39]=3)=[CH:34][CH:35]=2)[CH:30]=[N:29]1)[C:22]1[CH:27]=[CH:26][CH:25]=[CH:24][CH:23]=1.C(N(CC)CC)C.Cl. The catalyst is O1CCOCC1.CCOC(C)=O.[Pd](Cl)Cl.C1(P(C2C=CC=CC=2)CCCCP(C2C=CC=CC=2)C2C=CC=CC=2)C=CC=CC=1. The yield is 0.290.